This data is from Forward reaction prediction with 1.9M reactions from USPTO patents (1976-2016). The task is: Predict the product of the given reaction. (1) Given the reactants [F:1][C:2]1[CH:3]=[C:4](/[C:9](/[C:14]([F:17])([F:16])[F:15])=[CH:10]\[C:11]([OH:13])=O)[CH:5]=[C:6]([F:8])[CH:7]=1.C(N(CC)CC)C.CC(C)(C)C(Cl)=O.[Li]CCCC.[CH2:37]([C@H:44]1[CH2:48][O:47][C:46](=[O:49])[NH:45]1)[C:38]1[CH:43]=[CH:42][CH:41]=[CH:40][CH:39]=1.Cl, predict the reaction product. The product is: [CH2:37]([C@H:44]1[CH2:48][O:47][C:46](=[O:49])[N:45]1[C:11](=[O:13])/[CH:10]=[C:9](\[C:4]1[CH:5]=[C:6]([F:8])[CH:7]=[C:2]([F:1])[CH:3]=1)/[C:14]([F:17])([F:16])[F:15])[C:38]1[CH:39]=[CH:40][CH:41]=[CH:42][CH:43]=1. (2) The product is: [Br:17][C:13]1[CH:12]=[C:11]([C:6]2([C:4]([OH:5])=[O:3])[CH2:10][CH2:9][CH2:8][CH2:7]2)[CH:16]=[CH:15][CH:14]=1. Given the reactants C([O:3][C:4]([C:6]1([C:11]2[CH:16]=[CH:15][CH:14]=[C:13]([Br:17])[CH:12]=2)[CH2:10][CH2:9][CH2:8][CH2:7]1)=[O:5])C.[OH-].[Li+].C1COCC1.CO, predict the reaction product. (3) Given the reactants [CH3:1][C:2]1[CH:7]=[C:6]([N+:8]([O-])=O)[CH:5]=[CH:4][C:3]=1[N:11]1[CH2:16][CH2:15][CH:14]([N:17]2[CH2:22][CH2:21][S:20](=[O:24])(=[O:23])[CH2:19][CH2:18]2)[CH2:13][CH2:12]1, predict the reaction product. The product is: [O:24]=[S:20]1(=[O:23])[CH2:19][CH2:18][N:17]([CH:14]2[CH2:15][CH2:16][N:11]([C:3]3[CH:4]=[CH:5][C:6]([NH2:8])=[CH:7][C:2]=3[CH3:1])[CH2:12][CH2:13]2)[CH2:22][CH2:21]1. (4) Given the reactants [CH2:1]([NH:8][CH2:9][C:10]1[CH:15]=[CH:14][CH:13]=[CH:12][CH:11]=1)[C:2]1[CH:7]=[CH:6][CH:5]=[CH:4][CH:3]=1.C1(N(CCCC)C2CCCCC2)CCCCC1.C(=O)CCC=C.C1(N(C2CCCCC2)[CH:46]([CH:53]([O:56][CH3:57])[O:54][CH3:55])[CH2:47][CH2:48][C:49](OC)=O)CCCCC1, predict the reaction product. The product is: [CH2:9]([N:8]([CH2:1][C:2]1[CH:7]=[CH:6][CH:5]=[CH:4][CH:3]=1)[CH:46]([CH2:47][CH:48]=[CH2:49])[CH:53]([O:56][CH3:57])[O:54][CH3:55])[C:10]1[CH:15]=[CH:14][CH:13]=[CH:12][CH:11]=1. (5) Given the reactants [Cl:1][C:2]1[CH:7]=[C:6]([NH:8]/[C:9](/[NH:18]C(=O)OC(C)(C)C)=[N:10]/C(=O)OC(C)(C)C)[CH:5]=[CH:4][N:3]=1.[F:26][C:27]([F:32])([F:31])[C:28]([OH:30])=[O:29], predict the reaction product. The product is: [F:26][C:27]([F:32])([F:31])[C:28]([OH:30])=[O:29].[F:26][C:27]([F:32])([F:31])[C:28]([OH:30])=[O:29].[Cl:1][C:2]1[CH:7]=[C:6]([NH:8][C:9]([NH2:18])=[NH:10])[CH:5]=[CH:4][N:3]=1. (6) Given the reactants [Cl:1][C:2]1[N:11]=[C:10](Cl)[C:9]2[C:4](=[CH:5][CH:6]=[CH:7][CH:8]=2)[N:3]=1.[CH2:13]([NH2:17])[CH2:14][CH2:15][CH3:16].[CH3:18][C:19]1[CH:23]=[C:22]([CH3:24])[NH:21][N:20]=1, predict the reaction product. The product is: [ClH:1].[CH2:13]([NH:17][C:10]1[C:9]2[C:4](=[CH:5][CH:6]=[CH:7][CH:8]=2)[N:3]=[C:2]([N:20]2[C:19]([CH3:18])=[CH:23][C:22]([CH3:24])=[N:21]2)[N:11]=1)[CH2:14][CH2:15][CH3:16]. (7) Given the reactants [H-].[Al+3].[Li+].[H-].[H-].[H-].C[C:8]1[C:13]([C:14]([O-])=[O:15])=[C:12](C)[C:11]([C:18]([O-])=[O:19])=[C:10](C)[C:9]=1[C:22]([O-])=[O:23].O.[OH-].[Na+], predict the reaction product. The product is: [OH:15][CH2:14][C:13]1[CH:12]=[C:11]([CH2:18][OH:19])[CH:10]=[C:9]([CH2:22][OH:23])[CH:8]=1. (8) The product is: [OH:32][C@H:29]1[CH2:30][CH2:15][C@H:13]([NH:28][S:25]([C:19]2[CH:24]=[CH:23][C:22]([B:10]3[O:11][C:12]([CH3:17])([CH3:18])[C:13]([CH3:15])([CH3:16])[O:14]3)=[CH:21][CH:20]=2)(=[O:27])=[O:26])[CH2:12][CH2:17]1. Given the reactants [B:10]1([B:10]2[O:14][C:13]([CH3:16])([CH3:15])[C:12]([CH3:18])([CH3:17])[O:11]2)[O:14][C:13]([CH3:16])([CH3:15])[C:12]([CH3:18])([CH3:17])[O:11]1.[C:19]1([S:25]([NH2:28])(=[O:27])=[O:26])[CH:24]=[CH:23][CH:22]=[CH:21][CH:20]=1.[C:29]([O-:32])(=O)[CH3:30].[K+], predict the reaction product.